This data is from NCI-60 drug combinations with 297,098 pairs across 59 cell lines. The task is: Regression. Given two drug SMILES strings and cell line genomic features, predict the synergy score measuring deviation from expected non-interaction effect. Drug 1: COC1=CC(=CC(=C1O)OC)C2C3C(COC3=O)C(C4=CC5=C(C=C24)OCO5)OC6C(C(C7C(O6)COC(O7)C8=CC=CS8)O)O. Drug 2: CC1=C(C(CCC1)(C)C)C=CC(=CC=CC(=CC(=O)O)C)C. Cell line: UACC62. Synergy scores: CSS=34.9, Synergy_ZIP=-8.25, Synergy_Bliss=-0.0354, Synergy_Loewe=-4.84, Synergy_HSA=4.36.